Dataset: Reaction yield outcomes from USPTO patents with 853,638 reactions. Task: Predict the reaction yield, written as a fraction of the theoretical maximum amount of product (1.0 means a 100% yield; for example, 0.34 means a 34% yield). (1) The reactants are [CH2:1]([N:3]([CH:27]1[CH2:32][CH2:31][NH:30][CH2:29][CH2:28]1)[C:4]1[C:19]2[CH2:18][CH:17]=[CH:16][CH2:15][CH2:14][C:13]3[CH:20]=[C:21]([CH3:25])[NH:22][C:23](=[O:24])[C:12]=3[CH2:11][NH:10][C:9](=[O:26])[C:8]=2[CH:7]=[CH:6][CH:5]=1)[CH3:2].FC(F)(F)S(O[CH2:39][C:40]([F:43])([F:42])[F:41])(=O)=O.CCN(CC)CC. The catalyst is C1COCC1. The product is [CH2:1]([N:3]([CH:27]1[CH2:32][CH2:31][N:30]([CH2:39][C:40]([F:43])([F:42])[F:41])[CH2:29][CH2:28]1)[C:4]1[C:19]2[CH2:18][CH:17]=[CH:16][CH2:15][CH2:14][C:13]3[CH:20]=[C:21]([CH3:25])[NH:22][C:23](=[O:24])[C:12]=3[CH2:11][NH:10][C:9](=[O:26])[C:8]=2[CH:7]=[CH:6][CH:5]=1)[CH3:2]. The yield is 0.810. (2) The reactants are [Cl-].O[NH3+:3].[C:4](=[O:7])([O-])[OH:5].[Na+].CS(C)=O.[CH2:13]([O:15][C:16]1[CH:21]=[CH:20][C:19]([N:22]2[C:27](=[O:28])[C:26]([CH2:29][C:30]3[CH:35]=[CH:34][C:33]([C:36]4[C:37]([C:42]#[N:43])=[CH:38][CH:39]=[CH:40][CH:41]=4)=[CH:32][CH:31]=3)=[C:25]([CH2:44][CH2:45][CH3:46])[N:24]=[C:23]2[CH3:47])=[CH:18][CH:17]=1)[CH3:14]. The catalyst is O.C(OCC)(=O)C. The product is [CH2:13]([O:15][C:16]1[CH:21]=[CH:20][C:19]([N:22]2[C:27](=[O:28])[C:26]([CH2:29][C:30]3[CH:35]=[CH:34][C:33]([C:36]4[CH:41]=[CH:40][CH:39]=[CH:38][C:37]=4[C:42]4[NH:3][C:4](=[O:7])[O:5][N:43]=4)=[CH:32][CH:31]=3)=[C:25]([CH2:44][CH2:45][CH3:46])[N:24]=[C:23]2[CH3:47])=[CH:18][CH:17]=1)[CH3:14]. The yield is 0.700.